From a dataset of M1 muscarinic receptor agonist screen with 61,833 compounds. Binary Classification. Given a drug SMILES string, predict its activity (active/inactive) in a high-throughput screening assay against a specified biological target. (1) The molecule is S(c1n(CCC(=O)NCCc2ccccc2)c(=O)c2c(n1)cccc2)CC(=O)NCc1occc1. The result is 0 (inactive). (2) The molecule is O=C(NC1CCC(CC1)C)C1CCCN(C1)c1nc(cc(OC)n1)C. The result is 0 (inactive). (3) The compound is S(c1c(C(=O)Nc2noc(c2)C)cccc1)CCOC. The result is 0 (inactive).